Dataset: Reaction yield outcomes from USPTO patents with 853,638 reactions. Task: Predict the reaction yield, written as a fraction of the theoretical maximum amount of product (1.0 means a 100% yield; for example, 0.34 means a 34% yield). (1) The reactants are [CH2:1]([C:4]1[CH:9]=[CH:8][CH:7]=[C:6]([CH:10]2[CH2:14][CH2:13][CH2:12][CH2:11]2)[C:5]=1[OH:15])[CH:2]=[CH2:3].ClC1C=C(C=CC=1)C(OO)=[O:21].C(=O)([O-])[O-].[K+].[K+].ClC1C2OC(CO)CC=2C(C(F)(F)F)=CC=1. No catalyst specified. The product is [CH:10]1([C:6]2[C:5]3[O:15][CH:2]([CH2:3][OH:21])[CH2:1][C:4]=3[CH:9]=[CH:8][CH:7]=2)[CH2:14][CH2:13][CH2:12][CH2:11]1. The yield is 0.540. (2) The reactants are [NH:1]([C:8]1[C:16]2[C:15]([CH3:17])=[CH:14][C:13](=[O:18])[N:12]([C:19]3[CH:24]=[CH:23][CH:22]=[CH:21][CH:20]=3)[C:11]=2[S:10]C=1C(OCC)=O)[C:2]1[CH:7]=[CH:6][CH:5]=[CH:4][CH:3]=1.C(O[CH:33]([OH:35])[CH3:34])C.[NH3:36]. No catalyst specified. The product is [NH:1]([C:8]1[C:16]2[C:15]([CH3:17])=[CH:14][C:13](=[O:18])[N:12]([C:19]3[CH:24]=[CH:23][CH:22]=[CH:21][CH:20]=3)[C:11]=2[S:10][C:34]=1[C:33]([NH2:36])=[O:35])[C:2]1[CH:7]=[CH:6][CH:5]=[CH:4][CH:3]=1. The yield is 0.660. (3) The reactants are [CH3:1][O:2][C:3]1[CH:8]=[CH:7][C:6]([Mg]Br)=[CH:5][CH:4]=1.CON(C)[C:14]([C:16]1[S:24][C:19]2=[CH:20][N:21]=[CH:22][CH:23]=[C:18]2[C:17]=1[NH:25][C:26](=[O:32])[O:27][C:28]([CH3:31])([CH3:30])[CH3:29])=[O:15]. No catalyst specified. The product is [CH3:1][O:2][C:3]1[CH:8]=[CH:7][C:6]([C:14]([C:16]2[S:24][C:19]3=[CH:20][N:21]=[CH:22][CH:23]=[C:18]3[C:17]=2[NH:25][C:26](=[O:32])[O:27][C:28]([CH3:30])([CH3:29])[CH3:31])=[O:15])=[CH:5][CH:4]=1. The yield is 0.310.